Dataset: Catalyst prediction with 721,799 reactions and 888 catalyst types from USPTO. Task: Predict which catalyst facilitates the given reaction. Reactant: [O:1]1[CH2:6]C[C:4](=O)[CH2:3][CH2:2]1.[CH2:8]=O.[CH2:10]([NH2:17])[C:11]1[CH:16]=[CH:15][CH:14]=[CH:13][CH:12]=1.[C:18]([OH:21])(=O)[CH3:19]. Product: [CH2:10]([N:17]1[CH2:4][CH:3]2[C:18](=[O:21])[CH:19]([CH2:6][O:1][CH2:2]2)[CH2:8]1)[C:11]1[CH:16]=[CH:15][CH:14]=[CH:13][CH:12]=1. The catalyst class is: 32.